From a dataset of Reaction yield outcomes from USPTO patents with 853,638 reactions. Predict the reaction yield, written as a fraction of the theoretical maximum amount of product (1.0 means a 100% yield; for example, 0.34 means a 34% yield). The catalyst is CN(C=O)C.O. The reactants are [NH2:1][C:2]1[CH:3]=[N:4][CH:5]=[CH:6][C:7]=1[C@@H:8]1[O:13][C@H:12]([CH2:14][C:15]#[N:16])[C@@H:11]([O:17][Si:18]([CH:25]([CH3:27])[CH3:26])([CH:22]([CH3:24])[CH3:23])[CH:19]([CH3:21])[CH3:20])[C@H:10]([O:28][Si:29]([CH:36]([CH3:38])[CH3:37])([CH:33]([CH3:35])[CH3:34])[CH:30]([CH3:32])[CH3:31])[CH2:9]1.[F:39][C:40]1[CH:45]=[CH:44][CH:43]=[C:42]([F:46])[C:41]=1[C:47]1[N:52]=[C:51]([C:53](O)=[O:54])[CH:50]=[CH:49][C:48]=1[F:56].CCN=C=NCCCN(C)C.C1C=NC2N(O)N=NC=2C=1. The yield is 0.730. The product is [C:15]([CH2:14][C@H:12]1[O:13][C@@H:8]([C:7]2[CH:6]=[CH:5][N:4]=[CH:3][C:2]=2[NH:1][C:53](=[O:54])[C:51]2[CH:50]=[CH:49][C:48]([F:56])=[C:47]([C:41]3[C:40]([F:39])=[CH:45][CH:44]=[CH:43][C:42]=3[F:46])[N:52]=2)[CH2:9][C@@H:10]([O:28][Si:29]([CH:30]([CH3:32])[CH3:31])([CH:33]([CH3:35])[CH3:34])[CH:36]([CH3:38])[CH3:37])[C@@H:11]1[O:17][Si:18]([CH:25]([CH3:26])[CH3:27])([CH:22]([CH3:23])[CH3:24])[CH:19]([CH3:20])[CH3:21])#[N:16].